This data is from Forward reaction prediction with 1.9M reactions from USPTO patents (1976-2016). The task is: Predict the product of the given reaction. (1) Given the reactants [H-].[Na+].[CH2:3]([O:10][CH2:11][CH2:12][CH2:13][CH2:14][CH2:15]Br)[C:4]1[CH:9]=[CH:8][CH:7]=[CH:6][CH:5]=1.[CH3:17][N:18](C)[CH:19]=[O:20], predict the reaction product. The product is: [CH2:3]([O:10][CH2:11][CH2:12][CH2:13][CH2:14][CH2:15][N:18]1[CH2:17][C@H:9]([CH2:4][CH2:5][CH2:6][CH3:7])[CH2:8][C:19]1=[O:20])[C:4]1[CH:9]=[CH:8][CH:7]=[CH:6][CH:5]=1. (2) Given the reactants [O:1]1[CH2:5][CH2:4][CH2:3][C:2]1=[O:6].[C:7]1([Li])[CH:12]=[CH:11][CH:10]=[CH:9][CH:8]=1, predict the reaction product. The product is: [OH:1][CH2:5][CH2:4][CH2:3][C:2]([C:7]1[CH:12]=[CH:11][CH:10]=[CH:9][CH:8]=1)=[O:6]. (3) Given the reactants [Cl:1][S:2]([OH:5])(=O)=[O:3].[CH2:6]([O:8][C:9]([C:11]1[CH:12]([C:22]([F:25])([F:24])[F:23])[O:13][C:14]2[CH:20]=[CH:19][C:18]([Cl:21])=[CH:17][C:15]=2[CH:16]=1)=[O:10])[CH3:7].[Cl:21][C:18]1[CH:19]=[CH:20][C:14]2[O:13][CH:12]([C:22]([F:24])([F:25])[F:23])[C:11]([C:9]([O:8][CH2:6][CH3:7])=[O:10])=[CH:16][C:15]=2[CH:17]=1, predict the reaction product. The product is: [Cl:21][C:18]1[CH:17]=[C:15]2[C:14](=[C:20]([S:2]([Cl:1])(=[O:5])=[O:3])[CH:19]=1)[O:13][CH:12]([C:22]([F:25])([F:24])[F:23])[C:11]([C:9]([O:8][CH2:6][CH3:7])=[O:10])=[CH:16]2. (4) Given the reactants [Cl:1][C:2]1[C:3]2[C:10]([C:11]3[CH:12]=[N:13][N:14]([CH3:16])[CH:15]=3)=[CH:9][N:8](COCC[Si](C)(C)C)[C:4]=2[N:5]=[CH:6][N:7]=1.CC1NC2N=CN=C(N3CCOCC3)C=2C=1C1C=C(C=CC=1)C#N, predict the reaction product. The product is: [Cl:1][C:2]1[C:3]2[C:10]([C:11]3[CH:12]=[N:13][N:14]([CH3:16])[CH:15]=3)=[CH:9][NH:8][C:4]=2[N:5]=[CH:6][N:7]=1. (5) The product is: [CH3:3][C:4]1([CH3:19])[CH2:9][CH2:8][CH:7]([C:10](=[O:18])[CH:11]=[CH:23][C:22]2[C:25]([C:29]3[N:30]=[CH:31][N:32]([C:34]([C:35]4[CH:36]=[CH:37][CH:38]=[CH:39][CH:40]=4)([C:47]4[CH:48]=[CH:49][CH:50]=[CH:51][CH:52]=4)[C:41]4[CH:46]=[CH:45][CH:44]=[CH:43][CH:42]=4)[CH:33]=3)=[CH:26][CH:27]=[CH:28][C:21]=2[F:20])[CH2:6][CH2:5]1. Given the reactants [H-].[Na+].[CH3:3][C:4]1([CH3:19])[CH2:9][CH2:8][CH:7]([C:10](=[O:18])[CH2:11]P(=O)(OC)OC)[CH2:6][CH2:5]1.[F:20][C:21]1[CH:28]=[CH:27][CH:26]=[C:25]([C:29]2[N:30]=[CH:31][N:32]([C:34]([C:47]3[CH:52]=[CH:51][CH:50]=[CH:49][CH:48]=3)([C:41]3[CH:46]=[CH:45][CH:44]=[CH:43][CH:42]=3)[C:35]3[CH:40]=[CH:39][CH:38]=[CH:37][CH:36]=3)[CH:33]=2)[C:22]=1[CH:23]=O, predict the reaction product.